From a dataset of Reaction yield outcomes from USPTO patents with 853,638 reactions. Predict the reaction yield, written as a fraction of the theoretical maximum amount of product (1.0 means a 100% yield; for example, 0.34 means a 34% yield). (1) The reactants are [ClH:1].Cl.[C:3]([C:6]1[CH:7]=[C:8](/[CH:12]=[C:13](\[CH3:34])/[CH2:14][N:15]([C:21]2[CH:26]=[CH:25][C:24]([O:27][CH:28]3[CH2:33][CH2:32][NH:31][CH2:30][CH2:29]3)=[CH:23][CH:22]=2)[S:16]([CH2:19][CH3:20])(=[O:18])=[O:17])[CH:9]=[CH:10][CH:11]=1)(=[NH:5])[NH2:4].Cl.[C:36](=[NH:41])(OCC)[CH3:37].C(N(CC)CC)C.Cl. The catalyst is C(O)C.O1CCOCC1.CO. The product is [ClH:1].[ClH:1].[C:36]([N:31]1[CH2:32][CH2:33][CH:28]([O:27][C:24]2[CH:23]=[CH:22][C:21]([N:15]([CH2:14]/[C:13](/[CH3:34])=[CH:12]/[C:8]3[CH:9]=[CH:10][CH:11]=[C:6]([C:3](=[NH:4])[NH2:5])[CH:7]=3)[S:16]([CH2:19][CH3:20])(=[O:18])=[O:17])=[CH:26][CH:25]=2)[CH2:29][CH2:30]1)(=[NH:41])[CH3:37]. The yield is 0.450. (2) The reactants are [CH2:1]([O:8][C:9]([N:11]1[CH2:16][CH2:15][CH:14]([NH:17][C:18]2[C:27]3[C:22](=[CH:23][CH:24]=[C:25]([C:28]4[CH:29]=[N:30][C:31]5[C:36]([CH:37]=4)=[CH:35][CH:34]=[CH:33][CH:32]=5)[N:26]=3)[N:21]=[CH:20][C:19]=2[C:38]([O:40]C)=[O:39])[CH2:13][CH2:12]1)=[O:10])[C:2]1[CH:7]=[CH:6][CH:5]=[CH:4][CH:3]=1.[OH-].[Li+].C(O)C. The catalyst is O. The product is [CH2:1]([O:8][C:9]([N:11]1[CH2:16][CH2:15][CH:14]([NH:17][C:18]2[C:27]3[C:22](=[CH:23][CH:24]=[C:25]([C:28]4[CH:29]=[N:30][C:31]5[C:36]([CH:37]=4)=[CH:35][CH:34]=[CH:33][CH:32]=5)[N:26]=3)[N:21]=[CH:20][C:19]=2[C:38]([OH:40])=[O:39])[CH2:13][CH2:12]1)=[O:10])[C:2]1[CH:7]=[CH:6][CH:5]=[CH:4][CH:3]=1. The yield is 0.980.